Task: Predict the product of the given reaction.. Dataset: Forward reaction prediction with 1.9M reactions from USPTO patents (1976-2016) Given the reactants [F:1][C:2]1[CH:7]=[CH:6][CH:5]=[CH:4][C:3]=1[C:8]1[CH:16]=[CH:15][C:11]([C:12]([OH:14])=O)=[CH:10][N:9]=1.[F:17][C:18]([F:28])([F:27])[CH2:19][N:20]1[CH2:25][CH2:24][CH:23]([NH2:26])[CH2:22][CH2:21]1.CCN=C=NCCCN(C)C.C1C=CC2N(O)N=NC=2C=1.CN1CCOCC1, predict the reaction product. The product is: [F:1][C:2]1[CH:7]=[CH:6][CH:5]=[CH:4][C:3]=1[C:8]1[CH:16]=[CH:15][C:11]([C:12]([NH:26][CH:23]2[CH2:24][CH2:25][N:20]([CH2:19][C:18]([F:28])([F:17])[F:27])[CH2:21][CH2:22]2)=[O:14])=[CH:10][N:9]=1.